This data is from Full USPTO retrosynthesis dataset with 1.9M reactions from patents (1976-2016). The task is: Predict the reactants needed to synthesize the given product. (1) Given the product [Cl:50][C:46]1[CH:45]=[C:44]([CH2:43][C:42]([NH:41][CH2:40][CH2:39][CH2:38][C:37]([OH:52])=[O:36])=[O:51])[CH:49]=[CH:48][CH:47]=1, predict the reactants needed to synthesize it. The reactants are: ClC1C=C(CC(O)=O)C=CC=1.Cl.NCCCC(OCC)=O.CCN=C=NCCCN(C)C.Cl.C([O:36][C:37](=[O:52])[CH2:38][CH2:39][CH2:40][NH:41][C:42](=[O:51])[CH2:43][C:44]1[CH:49]=[CH:48][CH:47]=[C:46]([Cl:50])[CH:45]=1)C. (2) Given the product [CH2:10]([C:13]1([CH2:16][CH2:17][O:18][C:20]([NH:31][C@@H:32]([C:36]([CH3:39])([CH3:38])[CH3:37])[C:33]([OH:35])=[O:34])=[O:22])[CH2:15][CH2:14]1)[CH:11]=[CH2:12], predict the reactants needed to synthesize it. The reactants are: CCN(C(C)C)C(C)C.[CH2:10]([C:13]1([CH2:16][CH2:17][OH:18])[CH2:15][CH2:14]1)[CH:11]=[CH2:12].Cl[C:20](Cl)([O:22]C(=O)OC(Cl)(Cl)Cl)Cl.[NH2:31][C@@H:32]([C:36]([CH3:39])([CH3:38])[CH3:37])[C:33]([OH:35])=[O:34].[OH-].[Na+].